From a dataset of Reaction yield outcomes from USPTO patents with 853,638 reactions. Predict the reaction yield, written as a fraction of the theoretical maximum amount of product (1.0 means a 100% yield; for example, 0.34 means a 34% yield). (1) The reactants are [CH2:1]([CH:3]([N:6]1[C:11](=[O:12])[CH2:10][C:9](=[O:13])[N:8]([CH:14]([CH2:17][CH3:18])[CH2:15][CH3:16])[C:7]1=[O:19])[CH2:4][CH3:5])[CH3:2].C(N(C(C)C)CC)(C)C.[N:29]([CH2:32][C:33]([O:35]CC)=[O:34])=[C:30]=[O:31]. The catalyst is ClCCl.CCCCCC. The product is [CH2:17]([CH:14]([N:8]1[C:9]([OH:13])=[C:10]([C:30]([NH:29][CH2:32][C:33]([OH:35])=[O:34])=[O:31])[C:11](=[O:12])[N:6]([CH:3]([CH2:4][CH3:5])[CH2:1][CH3:2])[C:7]1=[O:19])[CH2:15][CH3:16])[CH3:18]. The yield is 0.360. (2) The reactants are Cl[C:2]1[C:7](C)=[N:6][C:5]([CH3:9])=[CH:4][N:3]=1.[N-:10]=[N+:11]=[N-:12].[Na+].[CH3:14]N(C)C=O. The catalyst is C(OCC)(=O)C. The product is [N:10]([C:7]1[C:2]([CH3:14])=[N:3][CH:4]=[C:5]([CH3:9])[N:6]=1)=[N+:11]=[N-:12]. The yield is 0.420. (3) The reactants are [Br:1][C:2]1[CH:8]=[CH:7][C:6]([O:9][CH3:10])=[CH:5][C:3]=1[NH2:4].B(Cl)(Cl)Cl.C(Cl)Cl.Cl[CH2:19][C:20]#N.[Cl-].[Al+3].[Cl-].[Cl-].[BH4-].[Na+]. The catalyst is ClCCCl. The product is [O:9]([C:6]1[CH:7]=[CH:8][C:2]([Br:1])=[C:3]2[C:5]=1[CH:19]=[CH:20][NH:4]2)[CH3:10]. The yield is 0.240. (4) The reactants are [NH2:1][C:2]1[CH:7]=[C:6]([O:8][C:9]2[CH:14]=[CH:13][C:12]([NH:15][C:16]([C:18]3[C:22](=[O:23])[N:21]([C:24]4[CH:29]=[CH:28][CH:27]=[CH:26][CH:25]=4)[N:20]4[CH2:30][CH2:31][CH2:32][C:19]=34)=[O:17])=[CH:11][CH:10]=2)[CH:5]=[CH:4][N:3]=1.CCN(CC)CC.[C:40](OC(=O)C)(=[O:42])[CH3:41]. No catalyst specified. The product is [C:40]([NH:1][C:2]1[CH:7]=[C:6]([O:8][C:9]2[CH:14]=[CH:13][C:12]([NH:15][C:16]([C:18]3[C:22](=[O:23])[N:21]([C:24]4[CH:25]=[CH:26][CH:27]=[CH:28][CH:29]=4)[N:20]4[CH2:30][CH2:31][CH2:32][C:19]=34)=[O:17])=[CH:11][CH:10]=2)[CH:5]=[CH:4][N:3]=1)(=[O:42])[CH3:41]. The yield is 0.350.